Dataset: Forward reaction prediction with 1.9M reactions from USPTO patents (1976-2016). Task: Predict the product of the given reaction. (1) Given the reactants [CH3:1][C:2]1([CH3:22])[CH2:7][C:6]([CH3:9])([CH3:8])[CH2:5][CH:4]([C:10]2[CH:15]=[CH:14][CH:13]=[CH:12][C:11]=2[N:16]2[CH2:21][CH2:20][NH:19][CH2:18][CH2:17]2)[CH2:3]1.[O:23]1[CH:25]([CH2:26][CH2:27][CH2:28][CH3:29])[CH2:24]1, predict the reaction product. The product is: [CH3:9][C:6]1([CH3:8])[CH2:7][C:2]([CH3:22])([CH3:1])[CH2:3][CH:4]([C:10]2[CH:15]=[CH:14][CH:13]=[CH:12][C:11]=2[N:16]2[CH2:17][CH2:18][N:19]([CH2:24][CH:25]([OH:23])[CH2:26][CH2:27][CH2:28][CH3:29])[CH2:20][CH2:21]2)[CH2:5]1. (2) Given the reactants [N:1]([CH2:4][CH:5]([C:7]1[CH:12]=[CH:11][CH:10]=[CH:9][CH:8]=1)[OH:6])=[N+:2]=[N-:3].[H-].[Na+].[C:15]([C:19]1[CH:26]=[CH:25][C:22]([CH2:23]Br)=[CH:21][CH:20]=1)([CH3:18])([CH3:17])[CH3:16], predict the reaction product. The product is: [C:15]([C:19]1[CH:20]=[CH:21][C:22]([CH2:23][O:6][CH:5]([C:7]2[CH:12]=[CH:11][CH:10]=[CH:9][CH:8]=2)[CH2:4][N:1]=[N+:2]=[N-:3])=[CH:25][CH:26]=1)([CH3:18])([CH3:16])[CH3:17]. (3) Given the reactants N12CCCN=C1CCCCC2.[Br:12][C:13]1[N:18]=[CH:17][C:16]([CH:19]=O)=[CH:15][CH:14]=1.[C:21]([O:25][C:26]([NH:28][CH:29](P(OC)(OC)=O)[C:30]([O:32][CH3:33])=[O:31])=[O:27])([CH3:24])([CH3:23])[CH3:22], predict the reaction product. The product is: [Br:12][C:13]1[N:18]=[CH:17][C:16]([CH:19]=[C:29]([NH:28][C:26]([O:25][C:21]([CH3:24])([CH3:23])[CH3:22])=[O:27])[C:30]([O:32][CH3:33])=[O:31])=[CH:15][CH:14]=1. (4) Given the reactants C([O:3][C:4](=[O:19])[CH2:5][CH:6]1[C:10]2[NH:11][C:12]3[CH:13]=[CH:14][C:15]([F:18])=[CH:16][C:17]=3[C:9]=2[CH2:8][CH2:7]1)C.CO.[OH-].[Na+].C(OCC)(=O)C, predict the reaction product. The product is: [F:18][C:15]1[CH:14]=[CH:13][C:12]2[NH:11][C:10]3[CH:6]([CH2:5][C:4]([OH:19])=[O:3])[CH2:7][CH2:8][C:9]=3[C:17]=2[CH:16]=1. (5) Given the reactants CN(C)[CH:3]=[O:4].P(Cl)(Cl)([Cl:8])=O.[N:11]1[CH:16]=[CH:15][CH:14]=[C:13]([N:17]2[C:21]3=[N:22][CH:23]=[CH:24][CH:25]=[C:20]3[CH2:19][C:18]2=O)[CH:12]=1.N1C=CC=CC=1, predict the reaction product. The product is: [Cl:8][C:18]1[N:17]([C:13]2[CH:12]=[N:11][CH:16]=[CH:15][CH:14]=2)[C:21]2=[N:22][CH:23]=[CH:24][CH:25]=[C:20]2[C:19]=1[CH:3]=[O:4].